Dataset: NCI-60 drug combinations with 297,098 pairs across 59 cell lines. Task: Regression. Given two drug SMILES strings and cell line genomic features, predict the synergy score measuring deviation from expected non-interaction effect. Drug 1: CC1C(C(=O)NC(C(=O)N2CCCC2C(=O)N(CC(=O)N(C(C(=O)O1)C(C)C)C)C)C(C)C)NC(=O)C3=C4C(=C(C=C3)C)OC5=C(C(=O)C(=C(C5=N4)C(=O)NC6C(OC(=O)C(N(C(=O)CN(C(=O)C7CCCN7C(=O)C(NC6=O)C(C)C)C)C)C(C)C)C)N)C. Drug 2: C(=O)(N)NO. Cell line: TK-10. Synergy scores: CSS=4.02, Synergy_ZIP=6.80, Synergy_Bliss=3.73, Synergy_Loewe=-8.44, Synergy_HSA=0.425.